Dataset: Forward reaction prediction with 1.9M reactions from USPTO patents (1976-2016). Task: Predict the product of the given reaction. (1) Given the reactants [CH:1]1([CH:7]([C:18]2[C:26]3[C:21](=[N:22][CH:23]=[CH:24][CH:25]=3)[NH:20][CH:19]=2)[CH:8]2[C:13](=O)[O:12]C(C)(C)OC2=O)[CH2:6][CH2:5][CH2:4][CH2:3][CH2:2]1.[N:27]1C=CC=C[CH:28]=1.CN, predict the reaction product. The product is: [CH:1]1([CH:7]([C:18]2[C:26]3[C:21](=[N:22][CH:23]=[CH:24][CH:25]=3)[NH:20][CH:19]=2)[CH2:8][C:13]([NH:27][CH3:28])=[O:12])[CH2:2][CH2:3][CH2:4][CH2:5][CH2:6]1. (2) The product is: [CH:14]([C:15]1([C:17]2[CH:22]=[N:21][CH:20]=[N:19][CH:18]=2)[CH2:6][O:16]1)([CH3:23])[CH3:13]. Given the reactants CS(C)=O.[I-].[CH3:6][S+](C)(C)=O.[H-].[Na+].[CH3:13][CH:14]([CH3:23])[C:15]([C:17]1[CH:18]=[N:19][CH:20]=[N:21][CH:22]=1)=[O:16], predict the reaction product. (3) Given the reactants C[C:2]([CH3:4])=[O:3].[CH:5]([OH:8])([CH3:7])[CH3:6].[CH2:9]([O:11]CC)C, predict the reaction product. The product is: [C:2]([O:3][CH2:6][CH2:5][CH3:7])(=[O:11])[CH3:4].[C:5]([O:3][CH2:2][CH3:4])(=[O:8])[CH2:7][CH3:9].